Dataset: Reaction yield outcomes from USPTO patents with 853,638 reactions. Task: Predict the reaction yield, written as a fraction of the theoretical maximum amount of product (1.0 means a 100% yield; for example, 0.34 means a 34% yield). (1) The reactants are [C:1]([O:5][C:6]([N:8]1[CH2:17][CH2:16][C:15]2[C:10](=[CH:11][CH:12]=[C:13]([OH:18])[CH:14]=2)[CH2:9]1)=[O:7])([CH3:4])([CH3:3])[CH3:2].C(=O)([O-])[O-].[Cs+].[Cs+].[C:25]([CH:29]1[CH2:34][CH2:33][CH:32](OS(C)(=O)=O)[CH2:31][CH2:30]1)([CH3:28])([CH3:27])[CH3:26]. The catalyst is CC(O)(C)C. The product is [C:1]([O:5][C:6]([N:8]1[CH2:17][CH2:16][C:15]2[C:10](=[CH:11][CH:12]=[C:13]([O:18][CH:32]3[CH2:33][CH2:34][CH:29]([C:25]([CH3:28])([CH3:27])[CH3:26])[CH2:30][CH2:31]3)[CH:14]=2)[CH2:9]1)=[O:7])([CH3:4])([CH3:2])[CH3:3]. The yield is 0.580. (2) The reactants are [NH2:1][C:2]1([C:15](=[O:29])[NH:16][CH2:17][CH2:18][C:19]2[C:27]3[C:22](=[CH:23][CH:24]=[C:25]([F:28])[CH:26]=3)[NH:21][CH:20]=2)[CH2:7][CH2:6][N:5]([C:8]([O:10][C:11]([CH3:14])([CH3:13])[CH3:12])=[O:9])[CH2:4][CH2:3]1.[F:30][C:31]1[CH:41]=[CH:40][C:34](/[CH:35]=[CH:36]/[C:37](O)=[O:38])=[CH:33][C:32]=1[Br:42].C(N(C(C)C)CC)(C)C.F[P-](F)(F)(F)(F)F.N1(OC(N(C)C)=[N+](C)C)C2N=CC=CC=2N=N1. The catalyst is CN(C=O)C. The product is [C:11]([O:10][C:8]([N:5]1[CH2:4][CH2:3][C:2]([NH:1][C:37](=[O:38])/[CH:36]=[CH:35]/[C:34]2[CH:40]=[CH:41][C:31]([F:30])=[C:32]([Br:42])[CH:33]=2)([C:15](=[O:29])[NH:16][CH2:17][CH2:18][C:19]2[C:27]3[C:22](=[CH:23][CH:24]=[C:25]([F:28])[CH:26]=3)[NH:21][CH:20]=2)[CH2:7][CH2:6]1)=[O:9])([CH3:13])([CH3:14])[CH3:12]. The yield is 0.910.